Dataset: Full USPTO retrosynthesis dataset with 1.9M reactions from patents (1976-2016). Task: Predict the reactants needed to synthesize the given product. (1) Given the product [Cl:1][C:2]1[CH:26]=[CH:25][C:5]([CH2:6][NH:7][C:8]([C:10]2[C:11](=[O:24])[C:12]3[CH:21]=[C:20]([CH2:22][N:41]([CH2:30][CH:29]([OH:51])[C:32]4[CH:37]=[N:36][CH:35]=[CH:34][N:33]=4)[CH3:45])[S:19][C:13]=3[N:14]([CH2:16][CH2:17][CH3:18])[CH:15]=2)=[O:9])=[CH:4][CH:3]=1, predict the reactants needed to synthesize it. The reactants are: [Cl:1][C:2]1[CH:26]=[CH:25][C:5]([CH2:6][NH:7][C:8]([C:10]2[C:11](=[O:24])[C:12]3[CH:21]=[C:20]([CH2:22]Cl)[S:19][C:13]=3[N:14]([CH2:16][CH2:17][CH3:18])[CH:15]=2)=[O:9])=[CH:4][CH:3]=1.CN[CH:29]([C:32]1[CH:37]=[N:36][CH:35]=[CH:34][N:33]=1)[CH2:30]O.C([N:41]([CH2:45]C)C(C)C)(C)C.CN(C=[O:51])C. (2) Given the product [O:11]1[CH2:12][CH2:13][CH2:14][CH2:15][CH:10]1[O:9][CH2:8][C:6]1[CH:5]=[CH:4][N:3]=[C:2]([N:16]2[CH2:21][CH2:20][NH:19][CH2:18][CH2:17]2)[CH:7]=1, predict the reactants needed to synthesize it. The reactants are: Cl[C:2]1[CH:7]=[C:6]([CH2:8][O:9][CH:10]2[CH2:15][CH2:14][CH2:13][CH2:12][O:11]2)[CH:5]=[CH:4][N:3]=1.[NH:16]1[CH2:21][CH2:20][NH:19][CH2:18][CH2:17]1. (3) Given the product [F:35][C:34]([F:37])([F:36])[S:31]([O:11][C:9]1[CH:8]=[C:7]([C:12]2[C:13]([OH:23])=[C:14]([C:19]([CH3:22])([CH3:21])[CH3:20])[CH:15]=[C:16]([O:18][S:31]([C:34]([F:35])([F:36])[F:37])(=[O:32])=[O:33])[CH:17]=2)[C:6]([OH:24])=[C:5]([C:1]([CH3:4])([CH3:2])[CH3:3])[CH:10]=1)(=[O:33])=[O:32], predict the reactants needed to synthesize it. The reactants are: [C:1]([C:5]1[CH:10]=[C:9]([OH:11])[CH:8]=[C:7]([C:12]2[C:13]([OH:23])=[C:14]([C:19]([CH3:22])([CH3:21])[CH3:20])[CH:15]=[C:16]([OH:18])[CH:17]=2)[C:6]=1[OH:24])([CH3:4])([CH3:3])[CH3:2].N1C=CC=CC=1.[S:31](O[S:31]([C:34]([F:37])([F:36])[F:35])(=[O:33])=[O:32])([C:34]([F:37])([F:36])[F:35])(=[O:33])=[O:32].